From a dataset of Full USPTO retrosynthesis dataset with 1.9M reactions from patents (1976-2016). Predict the reactants needed to synthesize the given product. (1) Given the product [CH2:1]([C:3]1[C:4]([OH:27])=[CH:5][C:6]([OH:25])=[C:7]([C:9]2[N:10]([C:15]3[CH:16]=[C:17]4[C:21](=[CH:22][CH:23]=3)[N:20]([CH3:24])[CH:19]=[CH:18]4)[C:11]([SH:14])=[N:12][N:13]=2)[N:8]=1)[CH3:2], predict the reactants needed to synthesize it. The reactants are: [CH2:1]([C:3]1[N:8]=[C:7]([C:9]2[N:10]([C:15]3[CH:16]=[C:17]4[C:21](=[CH:22][CH:23]=3)[N:20]([CH3:24])[CH:19]=[CH:18]4)[C:11]([SH:14])=[N:12][N:13]=2)[C:6]([O:25]C)=[CH:5][C:4]=1[O:27]C)[CH3:2].Cl.N1C=CC=CC=1.O. (2) The reactants are: Br[CH2:2][CH2:3][CH2:4][O:5][C:6]1[CH:7]=[C:8]([CH2:12][C:13]([O:15][CH3:16])=[O:14])[CH:9]=[CH:10][CH:11]=1.[Cl:17][C:18]1[C:39]([C:40]([F:43])([F:42])[F:41])=[CH:38][CH:37]=[CH:36][C:19]=1[CH2:20][NH:21][CH2:22][CH:23]([C:30]1[CH:35]=[CH:34][CH:33]=[CH:32][CH:31]=1)[C:24]1[CH:29]=[CH:28][CH:27]=[CH:26][CH:25]=1.C(=O)([O-])[O-].[K+].[K+]. Given the product [Cl:17][C:18]1[C:39]([C:40]([F:41])([F:42])[F:43])=[CH:38][CH:37]=[CH:36][C:19]=1[CH2:20][N:21]([CH2:22][CH:23]([C:30]1[CH:35]=[CH:34][CH:33]=[CH:32][CH:31]=1)[C:24]1[CH:29]=[CH:28][CH:27]=[CH:26][CH:25]=1)[CH2:2][CH2:3][CH2:4][O:5][C:6]1[CH:7]=[C:8]([CH2:12][C:13]([O:15][CH3:16])=[O:14])[CH:9]=[CH:10][CH:11]=1, predict the reactants needed to synthesize it.